Task: Binary Classification. Given a miRNA mature sequence and a target amino acid sequence, predict their likelihood of interaction.. Dataset: Experimentally validated miRNA-target interactions with 360,000+ pairs, plus equal number of negative samples (1) The miRNA is hsa-miR-7850-5p with sequence GUUUGGACAUAGUGUGGCUGG. The protein sequence of the target gene is MPPGRWHAARSAQVSREQGCLRMVKEEEEDGYISMQTARPQTLNRPGQELFRQLFRQLRYHESSGPLETLSRLQELCRWWMRPDVLSKAQMLELLVLEQFLSILPGELRTWVQLHCPESGAEVVALLEELQRDLDGTPLKDPCLTQNPDVHWIGTSALQPAQIWSPASHLKNSSALEDHLETSHGIGICDVLAEQTDSPAVSVPDYFQLEEGIEYQEALTFQDVEVTFSQEEWGCLNSAQRNLYRDVILENYGNVVSVVGSSPKPALISWLEARKPWGVNICTVQLKRDADAAPEGGKLQ.... Result: 0 (no interaction). (2) The miRNA is hsa-miR-6734-3p with sequence CCCUUCCCUCACUCUUCUCUCAG. The protein sequence of the target gene is MDRRKKPLDVTASSLVDLKAELFRKQEEFKQEKLLKDSGVFGKPKTTNKKPSIWSKQNVGVSNRAEKDAEQKIEEQKTLDKAREKLEEKAKLYEKMTKGDFIDEEVEDMYLVDFTQKIIDKRKEMEASGAHRDSQKAGERDDDEENLPEGEIPPPQDPSEEWVDYVDSLGRSRRCMRKDLPDLLEMDKNLQGRLFISPANEKTLLSEDMRKELQRQQWEEEEREALKRPMGPVHYEDIRENEARQLGVGYFAFARDKELRNKQMKTLEMLREQTTDQRTKRENIKEKRKAILEARLAKLR.... Result: 1 (interaction). (3) The miRNA is ath-miR842 with sequence UCAUGGUCAGAUCCGUCAUCC. The protein sequence of the target gene is MSHGKRTDMLPEIAAAVGFLSSLLRTRGCVSEQRLKVFSRALQDALTDHYKHHWFPEKPSKGSGYRCIRINHKMDPIISKVASQIGLSQPQLHRLLPSELTLWVDPYEVSYRIGEDGSICVLYEEAPVAASYGLLTCKNQMMLGRSSPSKNYVMAVSS. Result: 0 (no interaction). (4) The miRNA is hsa-miR-556-3p with sequence AUAUUACCAUUAGCUCAUCUUU. The protein sequence of the target gene is MARSPGRAYALLLLLICFNVGSGLHLQVLSTRNENKLLPKHPHLVRQKRAWITAPVALREGEDLSKKNPIAKIHSDLAEERGLKITYKYTGKGITEPPFGIFVFNKDTGELNVTSILDREETPFFLLTGYALDARGNNVEKPLELRIKVLDINDNEPVFTQDVFVGSVEELSAAHTLVMKINATDADEPNTLNSKISYRIVSLEPAYPPVFYLNKDTGEIYTTSVTLDREEHSSYTLTVEARDGNGEVTDKPVKQAQVQIRILDVNDNIPVVENKVLEGMVEENQVNVEVTRIKVFDADE.... Result: 1 (interaction). (5) The miRNA is hsa-miR-3662 with sequence GAAAAUGAUGAGUAGUGACUGAUG. The protein sequence of the target gene is MLRFLRRTFGRRSMQRYARGAAGRGAAGLGDERDGGPRGGPAAAASSSALPAAPGGSVFPAGGGPLLTGGAAVHISAAGAAKATLYCRVFLLDGTEVSVDLPKHAKGQDLFDQIVYHLDLVETDYFGLQFLDSAQVAHWLDHAKPIKKQMKIGPAYALHFRVKYYSSEPNNLREEFTRYLFVLQLRHDILSGKLKCPYETAVELAALCLQAELGECELPEHTPELVSEFRFIPNQTEAMEFDIFQRWKECRGKSPAQAELSYLNKAKWLEMYGVDMHVVRGRDGCEYSLGLTPTGILIFE.... Result: 1 (interaction). (6) The miRNA is hsa-miR-7844-5p with sequence AAAACUAGGACUGUGUGGUGUA. The protein sequence of the target gene is MSQVKSSYSYDAPSDFINFSSLDDEGDTQNIDSWFEEKANLENKLLGKNGTGGLFQGKTPLRKANLQQAIVTPLKPVDNTYYKEAEKENLVEQSIPSNACSSLEVEAAISRKTPAQPQRRSLRLSAQKDLEQKEKHHVKMKAKRCATPVIIDEILPSKKMKVSNNKKKPEEEGSAHQDTAEKNASSPEKAKGRHTVPCMPPAKQKFLKSTEEQELEKSMKMQQEVVEMRKKNEEFKKLALAGIGQPVKKSVSQVTKSVDFHFRTDERIKQHPKNQEEYKEVNFTSELRKHPSSPARVTKG.... Result: 0 (no interaction). (7) The miRNA is hsa-miR-204-5p with sequence UUCCCUUUGUCAUCCUAUGCCU. The protein sequence of the target gene is MASAPWPERVPRLLAPRLPSYPPPPPTVGLRSMEQEETYLELYLDQCAAQDGLAPPRSPLFSPVVPYDMYILNASNPDTAFNSNPEVKETSGDFSSVDLSFLPDEVTQENKDQPVISKHETEENSESQSPQSRLPSPSEQDVGLGLNSSSLSNSHSQLHPGDTDSVQPSPEKPNSDSLSLASITPMTPMTPISECCGIVPQLQNIVSTVNLACKLDLKKIALHAKNAEYNPKRFAAVIMRIREPRTTALIFSSGKMVCTGAKSEEQSRLAARKYARVVQKLGFPARFLDFKIQNMVGSCD.... Result: 1 (interaction).